This data is from Catalyst prediction with 721,799 reactions and 888 catalyst types from USPTO. The task is: Predict which catalyst facilitates the given reaction. (1) Reactant: [F:1][CH2:2][CH2:3][OH:4].C(N(CC)CC)C.[O:12](S(C(F)(F)F)(=O)=O)[S:13]([C:16]([F:19])([F:18])[F:17])(=O)=[O:14].O. Product: [F:17][C:16]([F:19])([F:18])[S:13]([O:4][CH2:3][CH2:2][F:1])(=[O:14])=[O:12]. The catalyst class is: 4. (2) Reactant: [CH3:1][C:2]1[CH:7]=[CH:6][CH:5]=[C:4]([CH3:8])[C:3]=1[C:9]1[CH:14]=[CH:13][C:12]([C:15](Cl)=[O:16])=[CH:11][CH:10]=1.[N:18]1[CH:23]=[CH:22][CH:21]=[C:20]([CH2:24][NH:25][C:26]([C:28]2[N:37]3[C:31]([CH2:32][NH:33][C:34]4[CH:41]=[CH:40][CH:39]=[CH:38][C:35]=4[CH2:36]3)=[CH:30][CH:29]=2)=[O:27])[CH:19]=1.C(N(CC)C(C)C)(C)C. Product: [CH3:1][C:2]1[CH:7]=[CH:6][CH:5]=[C:4]([CH3:8])[C:3]=1[C:9]1[CH:14]=[CH:13][C:12]([C:15]([N:33]2[C:34]3[CH:41]=[CH:40][CH:39]=[CH:38][C:35]=3[CH2:36][N:37]3[C:28]([C:26]([NH:25][CH2:24][C:20]4[CH:19]=[N:18][CH:23]=[CH:22][CH:21]=4)=[O:27])=[CH:29][CH:30]=[C:31]3[CH2:32]2)=[O:16])=[CH:11][CH:10]=1. The catalyst class is: 489. (3) Reactant: [OH:1][CH:2]1[CH:6]([OH:7])[CH2:5][N:4]([C:8]2[CH:9]=[C:10]([CH:34]=[CH:35][CH:36]=2)[C:11]([N:13]2[CH2:18][CH2:17][CH:16]([C:19]3[CH:20]=[C:21]([CH:31]=[CH:32][CH:33]=3)[CH2:22][NH:23]C(=O)OCCCC)[CH2:15][CH2:14]2)=[O:12])[CH2:3]1.[ClH:37]. Product: [ClH:37].[NH2:23][CH2:22][C:21]1[CH:20]=[C:19]([CH:16]2[CH2:17][CH2:18][N:13]([C:11]([C:10]3[CH:34]=[CH:35][CH:36]=[C:8]([N:4]4[CH2:5][CH:6]([OH:7])[CH:2]([OH:1])[CH2:3]4)[CH:9]=3)=[O:12])[CH2:14][CH2:15]2)[CH:33]=[CH:32][CH:31]=1. The catalyst class is: 5.